The task is: Predict the product of the given reaction.. This data is from Forward reaction prediction with 1.9M reactions from USPTO patents (1976-2016). (1) Given the reactants [Cl:1][C:2]1[CH:10]=[CH:9][CH:8]=[C:7]([CH:11]2[CH2:16][CH2:15][CH2:14][CH2:13][CH2:12]2)[C:3]=1[C:4](O)=[O:5].O=S(Cl)[Cl:19], predict the reaction product. The product is: [Cl:1][C:2]1[CH:10]=[CH:9][CH:8]=[C:7]([CH:11]2[CH2:16][CH2:15][CH2:14][CH2:13][CH2:12]2)[C:3]=1[C:4]([Cl:19])=[O:5]. (2) Given the reactants Br[C:2]1[CH:7]=[CH:6][C:5]([N:8]2[C:12]3[CH:13]=[CH:14][C:15]([C:17]([NH:19][CH2:20][C:21]4[CH:22]=[N:23][CH:24]=[CH:25][CH:26]=4)=[O:18])=[CH:16][C:11]=3[N:10]=[CH:9]2)=[CH:4][CH:3]=1.Cl.[O:28]([CH2:35][CH2:36][CH2:37][NH2:38])[C:29]1[CH:34]=[CH:33][CH:32]=[CH:31][CH:30]=1.C1C=CC(P(C2C(C3C(P(C4C=CC=CC=4)C4C=CC=CC=4)=CC=C4C=3C=CC=C4)=C3C(C=CC=C3)=CC=2)C2C=CC=CC=2)=CC=1.C(O[Na])(C)(C)C, predict the reaction product. The product is: [O:28]([CH2:35][CH2:36][CH2:37][NH:38][C:2]1[CH:7]=[CH:6][C:5]([N:8]2[C:12]3[CH:13]=[CH:14][C:15]([C:17]([NH:19][CH2:20][C:21]4[CH:22]=[N:23][CH:24]=[CH:25][CH:26]=4)=[O:18])=[CH:16][C:11]=3[N:10]=[CH:9]2)=[CH:4][CH:3]=1)[C:29]1[CH:34]=[CH:33][CH:32]=[CH:31][CH:30]=1. (3) Given the reactants [F:1][C:2]1[C:8]([F:9])=[C:7]([F:10])[CH:6]=[CH:5][C:3]=1[NH2:4].C(=O)([O-])[O-].[K+].[K+].Cl[C@H:18]([CH3:23])[C:19]([O:21][CH3:22])=[O:20], predict the reaction product. The product is: [F:1][C:2]1[C:8]([F:9])=[C:7]([F:10])[CH:6]=[CH:5][C:3]=1[NH:4][C@@H:18]([CH3:23])[C:19]([O:21][CH3:22])=[O:20]. (4) Given the reactants [C:1]1([C@H:7]([O:13][C:14]2[CH:19]=[CH:18][C:17]([C:20]([F:23])([F:22])[F:21])=[CH:16][CH:15]=2)[CH2:8][CH2:9][CH2:10][CH2:11][NH2:12])[CH:6]=[CH:5][CH:4]=[CH:3][CH:2]=1.[C:24]([OH:31])(=[O:30])/[CH:25]=[CH:26]/[C:27]([OH:29])=[O:28], predict the reaction product. The product is: [C:24]([OH:31])(=[O:30])/[CH:25]=[CH:26]/[C:27]([OH:29])=[O:28].[C:1]1([C@H:7]([O:13][C:14]2[CH:15]=[CH:16][C:17]([C:20]([F:21])([F:22])[F:23])=[CH:18][CH:19]=2)[CH2:8][CH2:9][CH2:10][CH2:11][NH2:12])[CH:6]=[CH:5][CH:4]=[CH:3][CH:2]=1. (5) Given the reactants [C:1]([O:4][C@H:5]([C:41]1[CH:46]=[CH:45][C:44]([F:47])=[CH:43][CH:42]=1)[CH2:6][CH2:7][C@@H:8]1[C@@H:11]([C:12]2[CH:17]=[CH:16][C:15](OS(C(F)(F)F)(=O)=O)=[CH:14][CH:13]=2)[N:10]([C:26]2[CH:31]=[CH:30][C:29]([C:32]#[C:33][CH2:34][CH:35]([CH2:38][OH:39])[CH2:36][OH:37])=[CH:28][CH:27]=2)[C:9]1=[O:40])(=[O:3])[CH3:2].[C:48]([O:51][C:52]1([C:60]#[CH:61])[CH2:57][O:56][C:55]([CH3:59])([CH3:58])[O:54][CH2:53]1)(=[O:50])[CH3:49], predict the reaction product. The product is: [C:1]([O:4][C@H:5]([C:41]1[CH:46]=[CH:45][C:44]([F:47])=[CH:43][CH:42]=1)[CH2:6][CH2:7][C@H:8]1[C:9](=[O:40])[N:10]([C:26]2[CH:31]=[CH:30][C:29]([C:32]#[C:33][CH2:34][CH:35]([CH2:36][OH:37])[CH2:38][OH:39])=[CH:28][CH:27]=2)[C@@H:11]1[C:12]1[CH:13]=[CH:14][C:15]([C:61]#[C:60][C:52]2([O:51][C:48](=[O:50])[CH3:49])[CH2:57][O:56][C:55]([CH3:59])([CH3:58])[O:54][CH2:53]2)=[CH:16][CH:17]=1)(=[O:3])[CH3:2].